This data is from Forward reaction prediction with 1.9M reactions from USPTO patents (1976-2016). The task is: Predict the product of the given reaction. (1) Given the reactants [Cl:1][C:2]1[CH:3]=[CH:4][C:5](OC)=[C:6]([CH:8]([CH:11]=O)[C:9]#[N:10])[CH:7]=1.[OH2:15].[NH2:16][NH2:17].[C:18](O)(=O)C, predict the reaction product. The product is: [Cl:1][C:2]1[CH:3]=[CH:4][C:5]([O:15][CH3:18])=[C:6]([C:8]2[CH:11]=[N:16][NH:17][C:9]=2[NH2:10])[CH:7]=1. (2) Given the reactants [Br-].[O:2]1[CH2:6][CH2:5][O:4][CH:3]1[CH2:7][CH2:8][P+](C1C=CC=CC=1)(C1C=CC=CC=1)C1C=CC=CC=1.[H-].[Na+].[F:30][C:31]1[CH:32]=[CH:33][C:34]([O:39][CH3:40])=[C:35]([CH:38]=1)[CH:36]=O.[Cl-].[NH4+], predict the reaction product. The product is: [F:30][C:31]1[CH:32]=[CH:33][C:34]([O:39][CH3:40])=[C:35]([CH:36]=[CH:8][CH:7]2[O:2][CH2:6][CH2:5][O:4][CH2:3]2)[CH:38]=1.